Dataset: Merck oncology drug combination screen with 23,052 pairs across 39 cell lines. Task: Regression. Given two drug SMILES strings and cell line genomic features, predict the synergy score measuring deviation from expected non-interaction effect. (1) Drug 1: COc1cccc2c1C(=O)c1c(O)c3c(c(O)c1C2=O)CC(O)(C(=O)CO)CC3OC1CC(N)C(O)C(C)O1. Drug 2: N#Cc1ccc(Cn2cncc2CN2CCN(c3cccc(Cl)c3)C(=O)C2)cc1. Cell line: MSTO. Synergy scores: synergy=-33.4. (2) Cell line: A375. Drug 1: COC1CC2CCC(C)C(O)(O2)C(=O)C(=O)N2CCCCC2C(=O)OC(C(C)CC2CCC(OP(C)(C)=O)C(OC)C2)CC(=O)C(C)C=C(C)C(O)C(OC)C(=O)C(C)CC(C)C=CC=CC=C1C. Synergy scores: synergy=-4.21. Drug 2: NC1CCCCC1N.O=C(O)C(=O)O.[Pt+2]. (3) Drug 1: CCC1(O)C(=O)OCc2c1cc1n(c2=O)Cc2cc3c(CN(C)C)c(O)ccc3nc2-1. Drug 2: Cn1c(=O)n(-c2ccc(C(C)(C)C#N)cc2)c2c3cc(-c4cnc5ccccc5c4)ccc3ncc21. Cell line: HT144. Synergy scores: synergy=48.8. (4) Drug 1: Cc1nc(Nc2ncc(C(=O)Nc3c(C)cccc3Cl)s2)cc(N2CCN(CCO)CC2)n1. Drug 2: CC1(c2nc3c(C(N)=O)cccc3[nH]2)CCCN1. Cell line: SW620. Synergy scores: synergy=13.2. (5) Drug 1: O=c1[nH]cc(F)c(=O)[nH]1. Drug 2: C#Cc1cccc(Nc2ncnc3cc(OCCOC)c(OCCOC)cc23)c1. Cell line: UWB1289BRCA1. Synergy scores: synergy=22.2.